Dataset: Antibody developability classification from SAbDab with 2,409 antibodies. Task: Regression/Classification. Given an antibody's heavy chain and light chain sequences, predict its developability. TAP uses regression for 5 developability metrics; SAbDab uses binary classification. (1) Result: 0 (not developable). The antibody is ['QVQLQQPGAELVRPGASVKLSCKASGYTFTSYWMNWVKQRPGQGLEWIGLIDPSDSETHYNQMFKDKATLTVDKSSSTAYMQLSSLTSEDSAVYYCARGGTYWGQGTTLTVSA', 'DVVMTQTPLTLSVTIGQPASIACKSSQSLLDSDGKTYLNWLLQRPGQSPKRLIYLVSKLDSGVPDRFTGSGSGTDFTLKISRVEAEDLGVYYCWQGTHFPYTFGGGTKLEIK']. (2) The antibody is ['QVQLQESGPDLVKPSSSLKLTCTTTGYSISSGYSWHWIRQEPGKSLEWMGYIHYSGSTDYNDSLKARITITRDTASNMFFLQLSSVTSDDTAVYYCVIYRYDGQWVFDDWGAGTTVTVSS', 'DIVLTQSPATMSASLGQRVSMSCSASSSVSTSYFHWYQQKPGSSPKLWIYSTSNLASGVPGRFSGSGSGTSYSLSISSMEAEDAATYYCHQFHRSPLTFGAGTKLELK']. Result: 1 (developable). (3) The antibody is ['EVQLQESGPSLVKPSQTLSLTCSVTGDSIIRDYWSWIRKFPGNKLEYMGYISFSGNTFYHPSLKSRISITRDTSKNQHYLQLSSVTTEDTATYYCANWDGTYWGEGTLVTVSA', 'DIVLTQSPATLSVTPGDSVSLSCRASQSISNNLHWYQQKSHESPRLLIKYASQSISGIPSRFSGSGSGTDFTLSINSVETEDFGMYFCQQSNSWPYTFGGGTKLEIK']. Result: 0 (not developable). (4) The antibody is ['QVQLVESGGGVVQPGRSLRLDCKASGITFSNSGMHWVRQAPGKGLEWVAVIWYDGSKRYYADSVKGRFTISRDNSKNTLFLQMNSLRAEDTAVYYCATNDDYWGQGTLVTVSS', 'EIVLTQSPATLSLSPGERATLSCRASQSVSSYLAWYQQKPGQAPRLLIYDASNRATGIPARFSGSGSGTDFTLTISSLEPEDFAVYYCQQSSNWPRTFGQGTKVEIK']. Result: 1 (developable). (5) The antibody is ['QIQLVQSGPELRKPGETVKISCKGSGYTFTHYGINWVKQTPSKDLKWMGWINTHTGEPIYADDFKGRFAFSLETSANTAYLQINNLNNGDMGTYFCTRSHRFGLDYWGQGTSVTVSS', 'DNVLTQSPPSLAVSLGQRATISCKASQSVDYNGDSYLNWYQQKPGQPPKFLIYAASNLESGIPARFSGSGSGTDFNLNIHPVEEEDAATYYCQQSNEDPFTFGSGTKLEIK']. Result: 0 (not developable). (6) The antibody is ['EVQLVESGGGLVQPGGSLRLSCAASGFTFSSYAMSWVRQAPGKGLEWVSYISDDGSLKYYADSVKGRFTISRDNSKNTLYLQMNSLRAEDTAVYYCARHPYWYGGQLDLWGQGTLVTVSS', 'SYELTQPPSVSVAPGQTARISCSGDSLGSYFVHWYQQKPGQAPVLVIYDDSNRPSGIPERFSGSNSGNTATLTISGTQAEDEADYYCSAFTHNSDVFGGGTKLTVL']. Result: 0 (not developable).